From a dataset of Reaction yield outcomes from USPTO patents with 853,638 reactions. Predict the reaction yield, written as a fraction of the theoretical maximum amount of product (1.0 means a 100% yield; for example, 0.34 means a 34% yield). (1) The reactants are [N:1]1[CH:6]=[CH:5][C:4]([CH2:7][O:8][CH:9]2[CH2:12][N:11](C(OC(C)(C)C)=O)[CH2:10]2)=[CH:3][CH:2]=1.[ClH:20]. The catalyst is C(OCC)C. The product is [ClH:20].[ClH:20].[NH:11]1[CH2:12][CH:9]([O:8][CH2:7][C:4]2[CH:5]=[CH:6][N:1]=[CH:2][CH:3]=2)[CH2:10]1. The yield is 0.650. (2) The reactants are [Cl:1][C:2]1[CH:3]=[CH:4][C:5]([N:10]2[CH2:15][CH2:14][NH:13][CH2:12][CH2:11]2)=[C:6]([CH:9]=1)[C:7]#[N:8].N1C(C)=CC=CC=1C.[I-].[K+].Br[CH2:27][CH2:28][CH:29]=[C:30]1[C:36]2[CH:37]=[CH:38][CH:39]=[N:40][C:35]=2[CH2:34][O:33][C:32]2[CH:41]=[CH:42][C:43]([C:45]([OH:48])([CH3:47])[CH3:46])=[CH:44][C:31]1=2. The catalyst is C(O)(C)C. The product is [Cl:1][C:2]1[CH:3]=[CH:4][C:5]([N:10]2[CH2:11][CH2:12][N:13]([CH2:27][CH2:28][CH:29]=[C:30]3[C:36]4[CH:37]=[CH:38][CH:39]=[N:40][C:35]=4[CH2:34][O:33][C:32]4[CH:41]=[CH:42][C:43]([C:45]([OH:48])([CH3:47])[CH3:46])=[CH:44][C:31]3=4)[CH2:14][CH2:15]2)=[C:6]([CH:9]=1)[C:7]#[N:8]. The yield is 0.540. (3) The reactants are [OH:1][C:2]1[CH:20]=[CH:19][CH:18]=[C:17]([CH3:21])[C:3]=1[CH2:4][NH:5][C:6]1[C:7]2[N:8]([C:12]([CH3:16])=[C:13]([CH3:15])[N:14]=2)[CH:9]=[CH:10][CH:11]=1.C(N(CC)CC)C.[F:29][C:30]([F:43])([F:42])[S:31](O[S:31]([C:30]([F:43])([F:42])[F:29])(=[O:33])=[O:32])(=[O:33])=[O:32].C(=O)([O-])[O-].[K+].[K+]. The catalyst is C(Cl)Cl. The product is [F:29][C:30]([F:43])([F:42])[S:31]([O:1][C:2]1[CH:20]=[CH:19][CH:18]=[C:17]([CH3:21])[C:3]=1[CH2:4][NH:5][C:6]1[C:7]2[N:8]([C:12]([CH3:16])=[C:13]([CH3:15])[N:14]=2)[CH:9]=[CH:10][CH:11]=1)(=[O:33])=[O:32]. The yield is 0.400. (4) The reactants are [C:1](=[NH:26])([O:3][CH2:4][CH2:5][C:6]1[CH:11]=[C:10]([F:12])[C:9]([O:13][C:14]2[CH:19]=[CH:18][C:17]([Cl:20])=[C:16]([C:21]([F:24])([F:23])[F:22])[CH:15]=2)=[C:8]([F:25])[CH:7]=1)[NH2:2].[CH2:27](/[C:29](=[CH:35]/O)/[C:30](OCC)=[O:31])[CH3:28].C([O-])([O-])=O.[K+].[K+]. The catalyst is CN(C=O)C. The product is [Cl:20][C:17]1[CH:18]=[CH:19][C:14]([O:13][C:9]2[C:10]([F:12])=[CH:11][C:6]([CH2:5][CH2:4][O:3][C:1]3[NH:2][CH:35]=[C:29]([CH2:27][CH3:28])[C:30](=[O:31])[N:26]=3)=[CH:7][C:8]=2[F:25])=[CH:15][C:16]=1[C:21]([F:22])([F:24])[F:23]. The yield is 0.275. (5) The reactants are [F:1][C:2]1[CH:7]=[C:6]([N+:8]([O-:10])=[O:9])[CH:5]=[C:4]([F:11])[C:3]=1[C:12](C)([C:18](OCC)=O)[C:13]([O:15]CC)=[O:14].S(=O)(=O)(O)O.O. The catalyst is C(O)(=O)C. The product is [F:1][C:2]1[CH:7]=[C:6]([N+:8]([O-:10])=[O:9])[CH:5]=[C:4]([F:11])[C:3]=1[CH:12]([CH3:18])[C:13]([OH:15])=[O:14]. The yield is 0.850. (6) The reactants are [CH2:1]=P(C1C=CC=CC=1)(C1C=CC=CC=1)C1C=CC=CC=1.[CH3:21][O:22][C:23](=[O:50])[CH2:24][C:25]1[CH:30]=[CH:29][C:28]([C:31]#[C:32][C:33]2[CH:38]=[C:37]([C:39]([CH3:42])([CH3:41])[CH3:40])[C:36]([O:43][CH:44]([CH3:46])[CH3:45])=[C:35]([CH:47]=O)[C:34]=2[CH3:49])=[CH:27][CH:26]=1. The catalyst is O1CCCC1. The product is [CH3:21][O:22][C:23](=[O:50])[CH2:24][C:25]1[CH:30]=[CH:29][C:28]([C:31]#[C:32][C:33]2[CH:38]=[C:37]([C:39]([CH3:42])([CH3:41])[CH3:40])[C:36]([O:43][CH:44]([CH3:45])[CH3:46])=[C:35]([CH:47]=[CH2:1])[C:34]=2[CH3:49])=[CH:27][CH:26]=1. The yield is 0.390.